This data is from Full USPTO retrosynthesis dataset with 1.9M reactions from patents (1976-2016). The task is: Predict the reactants needed to synthesize the given product. (1) The reactants are: Br[C:2]1[CH:3]=[C:4]([N:8]2[C:16]3[CH:15]=[C:14]([N:17]4[CH2:21][CH2:20][CH2:19][CH2:18]4)[N:13]=[CH:12][C:11]=3[C:10]([C:22]([NH2:24])=[O:23])=[N:9]2)[CH:5]=[CH:6][CH:7]=1.[C:25]([C@:27]1([OH:34])[CH2:31][CH2:30][N:29]([CH3:32])[C:28]1=[O:33])#[CH:26]. Given the product [OH:34][C@@:27]1([C:25]#[C:26][C:2]2[CH:3]=[C:4]([N:8]3[C:16]4[CH:15]=[C:14]([N:17]5[CH2:18][CH2:19][CH2:20][CH2:21]5)[N:13]=[CH:12][C:11]=4[C:10]([C:22]([NH2:24])=[O:23])=[N:9]3)[CH:5]=[CH:6][CH:7]=2)[CH2:31][CH2:30][N:29]([CH3:32])[C:28]1=[O:33], predict the reactants needed to synthesize it. (2) Given the product [CH2:10]([CH:17]1[CH2:21][C:22](=[O:23])[N:24]([C:25]2[CH:30]=[C:29]([CH2:31][C:32]3[C:41]4[C:36](=[CH:37][CH:38]=[CH:39][CH:40]=4)[C:35](=[O:42])[NH:34][N:33]=3)[CH:28]=[CH:27][C:26]=2[F:43])[C:18]1=[O:20])[C:11]1[CH:16]=[CH:15][CH:14]=[CH:13][CH:12]=1, predict the reactants needed to synthesize it. The reactants are: C(N(C(C)C)CC)(C)C.[CH2:10]([CH:17]([CH2:21][C:22]([NH:24][C:25]1[CH:30]=[C:29]([CH2:31][C:32]2[C:41]3[C:36](=[CH:37][CH:38]=[CH:39][CH:40]=3)[C:35](=[O:42])[NH:34][N:33]=2)[CH:28]=[CH:27][C:26]=1[F:43])=[O:23])[C:18]([OH:20])=O)[C:11]1[CH:16]=[CH:15][CH:14]=[CH:13][CH:12]=1.